From a dataset of Serine/threonine kinase 33 screen with 319,792 compounds. Binary Classification. Given a drug SMILES string, predict its activity (active/inactive) in a high-throughput screening assay against a specified biological target. (1) The compound is Brc1ccc(c2oc(NC(=O)c3occc3)nn2)cc1. The result is 0 (inactive). (2) The molecule is S1CCCN=C1Nc1cc(ccc1)C. The result is 0 (inactive). (3) The molecule is O(CCCCCCN1CCN(CC1)C)c1c(OC)cccc1OC. The result is 0 (inactive). (4) The result is 0 (inactive). The drug is O=C(Nc1c(C(CC)C)cccc1)C(NCCN(C)C)C. (5) The result is 0 (inactive). The drug is Oc1c2c(n(CCCCCC)c(=O)c1C(=O)Nc1c(n(n(c1=O)c1ccccc1)C)C)cccc2. (6) The compound is O1C(C(OC(=O)/C(C)=C/C)Cc2c1ccc1c2oc(=O)cc1)(C)C. The result is 0 (inactive). (7) The drug is s1c(nnc1NC(=O)CSc1cc(ccc1)C(F)(F)F)C1CC1. The result is 0 (inactive). (8) The molecule is o1c(NC2CC2)c(nc1c1ccc(OCC)cc1)C#N. The result is 0 (inactive). (9) The molecule is O(C(C)C(OCC)=O)c1ccc(OCc2ccccc2)cc1. The result is 0 (inactive).